Task: Predict the product of the given reaction.. Dataset: Forward reaction prediction with 1.9M reactions from USPTO patents (1976-2016) (1) Given the reactants [Br:1][C:2]1[CH:25]=[CH:24][C:5]([O:6][CH2:7][CH:8]2[CH2:13][CH2:12][N:11]([C:14]([C:16]3([C:20]([F:23])([F:22])[F:21])[CH2:19][CH2:18][CH2:17]3)=O)[CH2:10][CH2:9]2)=[CH:4][C:3]=1[F:26].S(C)C.O, predict the reaction product. The product is: [Br:1][C:2]1[CH:25]=[CH:24][C:5]([O:6][CH2:7][CH:8]2[CH2:13][CH2:12][N:11]([CH2:14][C:16]3([C:20]([F:23])([F:21])[F:22])[CH2:17][CH2:18][CH2:19]3)[CH2:10][CH2:9]2)=[CH:4][C:3]=1[F:26]. (2) Given the reactants [Br:1][C:2]1[CH:3]=[CH:4][C:5]([O:8][CH3:9])=[N:6][CH:7]=1.ClC1C=CC=C(C(OO)=[O:18])C=1, predict the reaction product. The product is: [Br:1][C:2]1[CH:3]=[CH:4][C:5]([O:8][CH3:9])=[N+:6]([O-:18])[CH:7]=1. (3) Given the reactants [C:1]1([S:7]([C:9]2[CH:14]=[CH:13][CH:12]=[CH:11][CH:10]=2)=O)[CH:6]=[CH:5][CH:4]=[CH:3][CH:2]=1.[Br-:15].[Al+3].[Br-].[Br-], predict the reaction product. The product is: [Br-:15].[C:1]1([S+:7]([C:1]2[CH:6]=[CH:5][CH:4]=[CH:3][CH:2]=2)[C:9]2[CH:14]=[CH:13][CH:12]=[CH:11][CH:10]=2)[CH:6]=[CH:5][CH:4]=[CH:3][CH:2]=1. (4) Given the reactants [CH3:1][O:2][C:3]1[CH:8]=[CH:7][C:6]([S:9]([C:12]2[CH:17]=[CH:16][CH:15]=[C:14]([N+:18]([O-])=O)[CH:13]=2)(=[O:11])=[O:10])=[CH:5][CH:4]=1, predict the reaction product. The product is: [CH3:1][O:2][C:3]1[CH:4]=[CH:5][C:6]([S:9]([C:12]2[CH:13]=[C:14]([CH:15]=[CH:16][CH:17]=2)[NH2:18])(=[O:10])=[O:11])=[CH:7][CH:8]=1. (5) Given the reactants [CH2:1]([N:8]1[CH2:12][CH:11]([C:13]2[CH:18]=[CH:17][C:16]([Cl:19])=[CH:15][CH:14]=2)[CH:10]([NH2:20])[CH2:9]1)[C:2]1[CH:7]=[CH:6][CH:5]=[CH:4][CH:3]=1.[C:21]([O-])([O-])=O.[K+].[K+].ClC(OCC)=O.B, predict the reaction product. The product is: [CH2:1]([N:8]1[CH2:12][C@@H:11]([C:13]2[CH:14]=[CH:15][C:16]([Cl:19])=[CH:17][CH:18]=2)[C@H:10]([NH:20][CH3:21])[CH2:9]1)[C:2]1[CH:3]=[CH:4][CH:5]=[CH:6][CH:7]=1. (6) Given the reactants [H-].[Na+].C([C:5](CC)(C([O-])=O)[C:6]([O-:8])=O)C.C([C:16](=[CH:22][C:23]1[CH:28]=[CH:27][CH:26]=[CH:25][C:24]=1[CH3:29])[C:17]([O:19]CC)=O)#N.Cl.S(Cl)(Cl)=O.[NH2:35]C(N)=O.[Na], predict the reaction product. The product is: [CH3:29][C:24]1[CH:25]=[CH:26][CH:27]=[CH:28][C:23]=1[CH:22]1[CH2:16][C:17](=[O:19])[NH:35][C:6](=[O:8])[CH2:5]1. (7) Given the reactants [CH:1]1([N:7]2[C:11]([C:12](OCC)=[O:13])=[CH:10][C:9]([CH3:17])=[N:8]2)[CH2:6][CH2:5][CH2:4][CH2:3][CH2:2]1.[BH4-].[Li+], predict the reaction product. The product is: [CH:1]1([N:7]2[C:11]([CH2:12][OH:13])=[CH:10][C:9]([CH3:17])=[N:8]2)[CH2:2][CH2:3][CH2:4][CH2:5][CH2:6]1. (8) Given the reactants [NH2:1][S:2]([C:5]1[CH:6]=[CH:7][C:8]([F:14])=[C:9]([CH:13]=1)[C:10](O)=[O:11])(=[O:4])=[O:3].[CH3:15][NH2:16].O1CCCC1, predict the reaction product. The product is: [NH2:1][S:2]([C:5]1[CH:6]=[CH:7][C:8]([F:14])=[C:9]([CH:13]=1)[C:10]([NH:16][CH3:15])=[O:11])(=[O:4])=[O:3]. (9) Given the reactants [C:1]1([CH2:7][CH2:8][S:9]([N:12]2[CH2:17][CH2:16][CH:15]([CH2:18][NH2:19])[CH2:14][CH2:13]2)(=[O:11])=[O:10])[CH:6]=[CH:5][CH:4]=[CH:3][CH:2]=1.Cl[C:21]1[N:26]=[C:25]([C:27]([NH2:29])=[O:28])[CH:24]=[CH:23][N:22]=1, predict the reaction product. The product is: [C:1]1([CH2:7][CH2:8][S:9]([N:12]2[CH2:13][CH2:14][CH:15]([CH2:18][NH:19][C:21]3[N:26]=[C:25]([C:27]([NH2:29])=[O:28])[CH:24]=[CH:23][N:22]=3)[CH2:16][CH2:17]2)(=[O:10])=[O:11])[CH:6]=[CH:5][CH:4]=[CH:3][CH:2]=1.